This data is from Forward reaction prediction with 1.9M reactions from USPTO patents (1976-2016). The task is: Predict the product of the given reaction. (1) Given the reactants [C:1]([NH:5][S:6]([C:9]1[CH:13]=[CH:12][N:11]([CH2:14][CH:15]2[CH2:20][CH2:19][CH2:18][CH2:17][CH2:16]2)[CH:10]=1)(=[O:8])=[O:7])([CH3:4])([CH3:3])[CH3:2].C1C(=O)N([Br:28])C(=O)C1, predict the reaction product. The product is: [Br:28][C:12]1[N:11]([CH2:14][CH:15]2[CH2:20][CH2:19][CH2:18][CH2:17][CH2:16]2)[CH:10]=[C:9]([S:6]([NH:5][C:1]([CH3:4])([CH3:2])[CH3:3])(=[O:8])=[O:7])[CH:13]=1. (2) Given the reactants [CH3:1][C@H:2]([C:4]1[S:5][CH:6]=[CH:7][N:8]=1)O.CS(Cl)(=O)=O.S([O-])(=O)(=O)C.[CH3:19][O:20][C:21]1[CH:26]=[CH:25][C:24]([C:27]2[C:32]([CH3:33])=[C:31]([C:34]([F:37])([F:36])[F:35])[N:30]3[N:38]=[CH:39][C:40]([C:41]([N:43]4[CH2:48][CH2:47][NH:46][CH2:45][C@H:44]4[CH3:49])=[O:42])=[C:29]3[N:28]=2)=[CH:23][CH:22]=1, predict the reaction product. The product is: [CH3:19][O:20][C:21]1[CH:22]=[CH:23][C:24]([C:27]2[C:32]([CH3:33])=[C:31]([C:34]([F:36])([F:35])[F:37])[N:30]3[N:38]=[CH:39][C:40]([C:41]([N:43]4[CH2:48][CH2:47][N:46]([C@H:2]([C:4]5[S:5][CH:6]=[CH:7][N:8]=5)[CH3:1])[CH2:45][C@H:44]4[CH3:49])=[O:42])=[C:29]3[N:28]=2)=[CH:25][CH:26]=1. (3) Given the reactants CON(C)[C:4]([C:6]1[N:7]=[CH:8][N:9]([C:11]2[CH:12]=[C:13]([C:17]3[CH:22]=[CH:21][CH:20]=[CH:19][C:18]=3[C:23]#[N:24])[CH:14]=[CH:15][CH:16]=2)[CH:10]=1)=[O:5].Br[C:27]1[N:32]=[CH:31][CH:30]=[CH:29][N:28]=1, predict the reaction product. The product is: [N:28]1[CH:29]=[CH:30][CH:31]=[N:32][C:27]=1[C:4]([C:6]1[N:7]=[CH:8][N:9]([C:11]2[CH:12]=[C:13]([C:17]3[C:18]([C:23]#[N:24])=[CH:19][CH:20]=[CH:21][CH:22]=3)[CH:14]=[CH:15][CH:16]=2)[CH:10]=1)=[O:5]. (4) Given the reactants C(=O)([O-])[O-].[K+].[K+].[CH3:7][O:8][C:9](=[O:20])[C:10]1[CH:15]=[CH:14][CH:13]=[C:12]([NH:16][CH:17]=[O:18])[C:11]=1[OH:19].CN(C=O)C.Br[CH2:27][CH2:28][CH2:29]Cl, predict the reaction product. The product is: [CH3:7][O:8][C:9]([C:10]1[C:11]2[O:19][CH2:29][CH2:28][CH2:27][N:16]([CH:17]=[O:18])[C:12]=2[CH:13]=[CH:14][CH:15]=1)=[O:20]. (5) Given the reactants [CH3:1][C:2]1([C:12]#[N:13])[CH2:11][CH2:10][C:5]2(OCC[O:6]2)[CH2:4][CH2:3]1.C(=O)(O)[O-].[Na+], predict the reaction product. The product is: [CH3:1][C:2]1([C:12]#[N:13])[CH2:11][CH2:10][C:5](=[O:6])[CH2:4][CH2:3]1.